This data is from Aqueous solubility values for 9,982 compounds from the AqSolDB database. The task is: Regression/Classification. Given a drug SMILES string, predict its absorption, distribution, metabolism, or excretion properties. Task type varies by dataset: regression for continuous measurements (e.g., permeability, clearance, half-life) or binary classification for categorical outcomes (e.g., BBB penetration, CYP inhibition). For this dataset (solubility_aqsoldb), we predict Y. (1) The compound is O=CC=O. The Y is 1.24 log mol/L. (2) The molecule is CCN1c2ncccc2C(=O)Nc2c(C(F)(F)F)cc(C)nc21. The Y is -4.21 log mol/L. (3) The compound is CCCCCCCCCCCCCCCC[Si](OC)(OC)OC. The Y is -5.54 log mol/L.